From a dataset of Catalyst prediction with 721,799 reactions and 888 catalyst types from USPTO. Predict which catalyst facilitates the given reaction. (1) Reactant: [CH3:1][C:2]1[CH:8]=[CH:7][CH:6]=[C:5]([CH3:9])[C:3]=1[NH2:4].[C:10]([C:12]1[CH:19]=[CH:18][CH:17]=[CH:16][C:13]=1[CH2:14][Br:15])#[N:11]. Product: [BrH:15].[CH3:1][C:2]1[CH:8]=[CH:7][CH:6]=[C:5]([CH3:9])[C:3]=1[N:4]1[CH2:14][C:13]2[C:12](=[CH:19][CH:18]=[CH:17][CH:16]=2)[C:10]1=[NH:11]. The catalyst class is: 11. (2) The catalyst class is: 13. Reactant: F[C:2]1[CH:3]=[C:4]([CH:7]=[CH:8][CH:9]=1)[C:5]#[N:6].[CH3:10][C:11]1[CH:16]=[CH:15][C:14]([OH:17])=[CH:13][CH:12]=1.C(=O)([O-])[O-].[Cs+].[Cs+].CN(C=O)C. Product: [CH3:10][C:11]1[CH:16]=[CH:15][C:14]([O:17][C:2]2[CH:3]=[C:4]([CH:7]=[CH:8][CH:9]=2)[C:5]#[N:6])=[CH:13][CH:12]=1. (3) Product: [C:32]([Si:19]([C:20]1[CH:25]=[CH:24][CH:23]=[CH:22][CH:21]=1)([C:26]1[CH:27]=[CH:28][CH:29]=[CH:30][CH:31]=1)[O:18][CH:16]1[CH2:15][NH:14][CH2:17]1)([CH3:35])([CH3:33])[CH3:34]. Reactant: C([N:14]1[CH2:17][CH:16]([O:18][Si:19]([C:32]([CH3:35])([CH3:34])[CH3:33])([C:26]2[CH:31]=[CH:30][CH:29]=[CH:28][CH:27]=2)[C:20]2[CH:25]=[CH:24][CH:23]=[CH:22][CH:21]=2)[CH2:15]1)(C1C=CC=CC=1)C1C=CC=CC=1.ClC(OC(Cl)=O)C. The catalyst class is: 26. (4) The catalyst class is: 1. Reactant: CON(C)[C:4]([CH:6]1[CH2:11][CH2:10][CH:9]([C:12]([F:15])([F:14])[F:13])[O:8][CH2:7]1)=[O:5].[H-].[H-].[H-].[H-].[Li+].[Al+3]. Product: [F:14][C:12]([F:13])([F:15])[CH:9]1[O:8][CH2:7][CH:6]([CH:4]=[O:5])[CH2:11][CH2:10]1. (5) Reactant: [CH3:1][O:2][C:3](=[O:19])[C:4]1[CH:9]=[CH:8][C:7]([N+:10]([O-])=O)=[CH:6][C:5]=1[CH2:13][S:14][C:15]([CH3:18])([CH3:17])[CH3:16].[CH3:20]N(C)N.C. Product: [CH2:1]([O:2][C:3](=[O:19])[C:4]1[CH:9]=[CH:8][C:7]([NH2:10])=[CH:6][C:5]=1[CH2:13][S:14][C:15]([CH3:18])([CH3:17])[CH3:16])[CH3:20]. The catalyst class is: 5.